Dataset: Experimentally validated miRNA-target interactions with 360,000+ pairs, plus equal number of negative samples. Task: Binary Classification. Given a miRNA mature sequence and a target amino acid sequence, predict their likelihood of interaction. The miRNA is hsa-miR-6847-3p with sequence GGCUCAUGUGUCUGUCCUCUUC. The protein sequence of the target gene is MAHKQIYYSDKYFDEHYEYRHVMLPRELSKQVPKTHLMSEEEWRRLGVQQSLGWVHYMIHEPEPHILLFRRPLPKDQQK. Result: 1 (interaction).